This data is from Forward reaction prediction with 1.9M reactions from USPTO patents (1976-2016). The task is: Predict the product of the given reaction. Given the reactants [C:1]([N:4]([CH2:19][C:20]1[CH:25]=[CH:24][C:23]([Cl:26])=[CH:22][C:21]=1[Cl:27])[C:5]1[CH:14]=[C:13]([C:15]([O:17]C)=[O:16])[CH:12]=[CH:11][C:6]=1[C:7]([O:9]C)=[O:8])(=[O:3])[CH3:2].[OH-].[Na+].Cl, predict the reaction product. The product is: [C:1]([N:4]([CH2:19][C:20]1[CH:25]=[CH:24][C:23]([Cl:26])=[CH:22][C:21]=1[Cl:27])[C:5]1[CH:14]=[C:13]([C:15]([OH:17])=[O:16])[CH:12]=[CH:11][C:6]=1[C:7]([OH:9])=[O:8])(=[O:3])[CH3:2].